This data is from Full USPTO retrosynthesis dataset with 1.9M reactions from patents (1976-2016). The task is: Predict the reactants needed to synthesize the given product. (1) Given the product [CH:1]([N:4]1[C:12]2[CH:11]=[C:10]([NH:13][C:14]3[CH:19]=[CH:18][N:17]=[C:16]([C:20]4[CH:25]=[CH:24][C:23]([OH:26])=[N:22][CH:21]=4)[N:15]=3)[N:9]=[CH:8][C:7]=2[N:6]=[CH:5]1)([CH3:3])[CH3:2], predict the reactants needed to synthesize it. The reactants are: [CH:1]([N:4]1[C:12]2[CH:11]=[C:10]([NH:13][C:14]3[CH:19]=[CH:18][N:17]=[C:16]([C:20]4[CH:21]=[N:22][C:23]([O:26]C)=[CH:24][CH:25]=4)[N:15]=3)[N:9]=[CH:8][C:7]=2[N:6]=[CH:5]1)([CH3:3])[CH3:2].[Si](I)(C)(C)C. (2) Given the product [CH2:1]([O:3][C:4](=[O:31])[CH2:5][N:6]([C:7]1[CH:8]=[C:9]2[C:13](=[CH:14][C:15]=1[CH3:16])[N:12]([CH2:38][CH:39]([F:41])[F:40])[N:11]=[CH:10]2)[CH2:17][C:18]([N:20]([CH:22]1[CH2:23][C:24]2[C:29](=[CH:28][CH:27]=[CH:26][CH:25]=2)[CH2:30]1)[CH3:21])=[O:19])[CH3:2], predict the reactants needed to synthesize it. The reactants are: [CH2:1]([O:3][C:4](=[O:31])[CH2:5][N:6]([CH2:17][C:18]([N:20]([CH:22]1[CH2:30][C:29]2[C:24](=[CH:25][CH:26]=[CH:27][CH:28]=2)[CH2:23]1)[CH3:21])=[O:19])[C:7]1[CH:8]=[C:9]2[C:13](=[CH:14][C:15]=1[CH3:16])[NH:12][N:11]=[CH:10]2)[CH3:2].FC(F)(F)S(O[CH2:38][CH:39]([F:41])[F:40])(=O)=O. (3) The reactants are: [C:1]([OH:4])(=[O:3])[CH3:2].C([O:7][C:8]1[N:12]([C:13]2[CH:18]=[CH:17][C:16]([C:19]3[C:27]4[C:22](=[N:23][CH:24]=[N:25][C:26]=4[NH2:28])[N:21]([C@H:29]4[CH2:34][CH2:33][C@H:32]([N:35]5[CH2:40][CH2:39][N:38]([CH3:41])[CH2:37][CH2:36]5)[CH2:31][CH2:30]4)[N:20]=3)=[CH:15][CH:14]=2)[N:11]=[CH:10][CH:9]=1)C. Given the product [C:1]([OH:4])(=[O:3])[CH3:2].[C:1]([OH:4])(=[O:3])[CH3:2].[NH2:28][C:26]1[N:25]=[CH:24][N:23]=[C:22]2[N:21]([C@H:29]3[CH2:30][CH2:31][C@H:32]([N:35]4[CH2:40][CH2:39][N:38]([CH3:41])[CH2:37][CH2:36]4)[CH2:33][CH2:34]3)[N:20]=[C:19]([C:16]3[CH:15]=[CH:14][C:13]([N:12]4[C:8](=[O:7])[CH2:9][C:10]([CH3:1])=[N:11]4)=[CH:18][CH:17]=3)[C:27]=12, predict the reactants needed to synthesize it. (4) Given the product [Br:16][C:17]1[CH:22]=[C:21]([CH3:23])[C:20]([CH:3]([C:2]([CH3:8])([CH3:7])[CH3:1])[C:4]([NH2:11])=[O:5])=[C:19]([CH3:25])[CH:18]=1, predict the reactants needed to synthesize it. The reactants are: [CH3:1][C:2]([CH3:8])([CH3:7])[CH2:3][C:4](Cl)=[O:5].C([N:11](CC)CC)C.[Br:16][C:17]1[CH:22]=[C:21]([CH3:23])[C:20](N)=[C:19]([CH3:25])[CH:18]=1.O. (5) Given the product [CH3:20][N:19]([CH3:21])[CH2:18][CH2:17][N:12]1[C:13](=[O:16])[CH:14]=[CH:15][C:10]([C:7]2[CH:6]=[CH:5][C:4]([C:3]([OH:22])=[O:2])=[CH:9][CH:8]=2)=[N:11]1, predict the reactants needed to synthesize it. The reactants are: C[O:2][C:3](=[O:22])[C:4]1[CH:9]=[CH:8][C:7]([C:10]2[CH:15]=[CH:14][C:13](=[O:16])[N:12]([CH2:17][CH2:18][N:19]([CH3:21])[CH3:20])[N:11]=2)=[CH:6][CH:5]=1.C1COCC1.CO.[OH-].[Na+].Cl. (6) Given the product [CH3:6][C:7]1([CH3:18])[O:12][C:11](=[O:13])[N:10]([CH2:5][CH2:2][C:3]#[N:4])[C:9]2[CH:14]=[CH:15][CH:16]=[CH:17][C:8]1=2, predict the reactants needed to synthesize it. The reactants are: Br[CH:2]([CH3:5])[C:3]#[N:4].[CH3:6][C:7]1([CH3:18])[O:12][C:11](=[O:13])[NH:10][C:9]2[CH:14]=[CH:15][CH:16]=[CH:17][C:8]1=2.C(=O)([O-])[O-].[K+].[K+].